From a dataset of Reaction yield outcomes from USPTO patents with 853,638 reactions. Predict the reaction yield, written as a fraction of the theoretical maximum amount of product (1.0 means a 100% yield; for example, 0.34 means a 34% yield). (1) The reactants are [F:1][C:2]1[CH:7]=[CH:6][C:5]([C:8]2[N:12]=[C:11]([S:13][CH3:14])[N:10]([CH2:15][CH2:16][CH2:17][O:18][CH3:19])[C:9]=2[C:20]2[CH:25]=[CH:24][N:23]=[C:22]([NH:26]C(=O)C)[CH:21]=2)=[CH:4][CH:3]=1.[OH-].[Na+]. The catalyst is Cl. The product is [F:1][C:2]1[CH:7]=[CH:6][C:5]([C:8]2[N:12]=[C:11]([S:13][CH3:14])[N:10]([CH2:15][CH2:16][CH2:17][O:18][CH3:19])[C:9]=2[C:20]2[CH:25]=[CH:24][N:23]=[C:22]([NH2:26])[CH:21]=2)=[CH:4][CH:3]=1. The yield is 0.955. (2) The reactants are [CH3:1][NH:2][C:3]1[N:4]([CH3:14])[N:5]=[C:6]([C:8]2[CH:9]=[N:10][CH:11]=[CH:12][CH:13]=2)[CH:7]=1.[Cl:15]N1C(=O)CCC1=O. The catalyst is C(#N)C. The product is [Cl:15][C:7]1[C:6]([C:8]2[CH:9]=[N:10][CH:11]=[CH:12][CH:13]=2)=[N:5][N:4]([CH3:14])[C:3]=1[NH:2][CH3:1]. The yield is 0.230. (3) The reactants are [Br:1][C:2]1[S:6][C:5]2=[N:7][C:8]([C:10]([OH:12])=O)=[CH:9][N:4]2[N:3]=1.C(Cl)(=O)C([Cl:16])=O. The catalyst is C(Cl)Cl.CN(C=O)C. The product is [Br:1][C:2]1[S:6][C:5]2=[N:7][C:8]([C:10]([Cl:16])=[O:12])=[CH:9][N:4]2[N:3]=1. The yield is 1.00. (4) The reactants are [H-].[Na+].[CH3:3][C:4]1[CH:5]=[C:6]([OH:19])[CH:7]=[CH:8][C:9]=1[CH2:10][CH2:11][CH2:12][CH2:13][N:14]1[CH:18]=[CH:17][N:16]=[N:15]1.Cl[CH2:21][C:22]1[C:23]([CH3:38])=[N:24][C:25]([C:28]2[CH:33]=[CH:32][C:31]([C:34]([F:37])([F:36])[F:35])=[CH:30][CH:29]=2)=[CH:26][CH:27]=1.O. The catalyst is CN(C)C=O. The product is [CH3:38][C:23]1[C:22]([CH2:21][O:19][C:6]2[CH:7]=[CH:8][C:9]([CH2:10][CH2:11][CH2:12][CH2:13][N:14]3[CH:18]=[CH:17][N:16]=[N:15]3)=[C:4]([CH3:3])[CH:5]=2)=[CH:27][CH:26]=[C:25]([C:28]2[CH:33]=[CH:32][C:31]([C:34]([F:36])([F:37])[F:35])=[CH:30][CH:29]=2)[N:24]=1. The yield is 0.630. (5) The reactants are [CH3:1][C:2]1[C:16](=[O:17])[N:15]=[C:14]2[N:4]([C@@H:5]3[O:9][C@H:8]([CH2:10][OH:11])[C@@H:7]([OH:12])[C@@H:6]3[O:13]2)[CH:3]=1.[CH3:18][O:19][CH2:20][CH2:21][O:22]B([O:22][CH2:21][CH2:20][O:19][CH3:18])[O:22][CH2:21][CH2:20][O:19][CH3:18]. The catalyst is COCCO. The product is [CH3:18][O:19][CH2:20][CH2:21][O:22][C@@H:6]1[C@H:7]([OH:12])[C@@H:8]([CH2:10][OH:11])[O:9][C@H:5]1[N:4]1[CH:3]=[C:2]([CH3:1])[C:16](=[O:17])[NH:15][C:14]1=[O:13]. The yield is 0.630. (6) The reactants are Cl[C:2]1[CH:3]=[CH:4][C:5]2[CH2:6][N:7]([CH3:19])[CH2:8][CH:9]([C:13]3[CH:18]=[CH:17][CH:16]=[CH:15][N:14]=3)[O:10][C:11]=2[N:12]=1.[CH3:20][O:21][C:22]1[CH:23]=[C:24]([CH:26]=[CH:27][C:28]=1[N:29]1[CH:33]=[C:32]([CH3:34])[N:31]=[CH:30]1)[NH2:25].C1(P(C2CCCCC2)C2C=CC=CC=2C2C=CC=CC=2)CCCCC1.C([O-])([O-])=O.[Cs+].[Cs+]. The catalyst is COCCOC.C(Cl)Cl.CC([O-])=O.CC([O-])=O.[Pd+2]. The product is [CH3:20][O:21][C:22]1[CH:23]=[C:24]([NH:25][C:2]2[CH:3]=[CH:4][C:5]3[CH2:6][N:7]([CH3:19])[CH2:8][CH:9]([C:13]4[CH:18]=[CH:17][CH:16]=[CH:15][N:14]=4)[O:10][C:11]=3[N:12]=2)[CH:26]=[CH:27][C:28]=1[N:29]1[CH:33]=[C:32]([CH3:34])[N:31]=[CH:30]1. The yield is 0.0500. (7) The reactants are [Br:1][C:2]1[CH:3]=[CH:4][CH2:5][CH:6]2[C:11]=1[N:10]1[CH2:12][CH2:13][CH2:14][CH:9]1[CH2:8][N:7]2[CH2:15][C:16]([NH2:18])=O.CSC. The catalyst is C1COCC1. The product is [Br:1][C:2]1[CH:3]=[CH:4][CH2:5][CH:6]2[C:11]=1[N:10]1[CH2:12][CH2:13][CH2:14][CH:9]1[CH2:8][N:7]2[CH2:15][CH2:16][NH2:18]. The yield is 0.710. (8) The reactants are [Cl:1][C:2]1[CH:7]=[CH:6][CH:5]=[C:4]([C:8]#[CH:9])[CH:3]=1.[C:10]([O:14][C:15]([N:17]1[CH2:22][CH2:21][C:20]2[NH:23][C:24]([C:26]3[CH:31]=[CH:30][N:29]=[C:28](I)[N:27]=3)=[CH:25][C:19]=2[C:18]1=[O:33])=[O:16])([CH3:13])([CH3:12])[CH3:11].[CH2:34](N(CC)CC)C. The catalyst is C(#N)C.[Cu](I)I.Cl[Pd](Cl)([P](C1C=CC=CC=1)(C1C=CC=CC=1)C1C=CC=CC=1)[P](C1C=CC=CC=1)(C1C=CC=CC=1)C1C=CC=CC=1. The product is [C:10]([O:14][C:15]([N:17]1[CH2:22][CH2:21][C:20]2[N:23]([CH3:34])[C:24]([C:26]3[CH:31]=[CH:30][N:29]=[C:28]([C:9]#[C:8][C:4]4[CH:5]=[CH:6][CH:7]=[C:2]([Cl:1])[CH:3]=4)[N:27]=3)=[CH:25][C:19]=2[C:18]1=[O:33])=[O:16])([CH3:13])([CH3:12])[CH3:11]. The yield is 0.600.